From a dataset of Forward reaction prediction with 1.9M reactions from USPTO patents (1976-2016). Predict the product of the given reaction. (1) Given the reactants C([O:5][C:6](=[O:40])[C:7]1[CH:12]=[CH:11][CH:10]=[C:9]([CH2:13][CH:14]([NH:28][C:29](=[O:37])[CH2:30][CH2:31][S:32](=[O:36])(=[O:35])[NH:33][CH3:34])[B:15]2[O:23]C3C(C)(C4CC(C3)C4(C)C)[O:16]2)[C:8]=1OC)(C)(C)C.B(Br)(Br)Br, predict the reaction product. The product is: [OH:23][B:15]1[CH:14]([NH:28][C:29](=[O:37])[CH2:30][CH2:31][S:32](=[O:36])(=[O:35])[NH:33][CH3:34])[CH2:13][C:9]2[CH:10]=[CH:11][CH:12]=[C:7]([C:6]([OH:5])=[O:40])[C:8]=2[O:16]1. (2) Given the reactants C[O:2][C:3]1[C:4]([C:9]#[C:10][C:11]2[CH:16]=[CH:15][C:14]([C:17]3([NH:21][C:22](=[O:28])[O:23][C:24]([CH3:27])([CH3:26])[CH3:25])[CH2:20][CH2:19][CH2:18]3)=[CH:13][CH:12]=2)=[N:5][CH:6]=[CH:7][N:8]=1.[I:29]Cl, predict the reaction product. The product is: [I:29][C:9]1[C:4]2[C:3](=[N:8][CH:7]=[CH:6][N:5]=2)[O:2][C:10]=1[C:11]1[CH:12]=[CH:13][C:14]([C:17]2([NH:21][C:22](=[O:28])[O:23][C:24]([CH3:27])([CH3:25])[CH3:26])[CH2:18][CH2:19][CH2:20]2)=[CH:15][CH:16]=1. (3) Given the reactants Cl[C:2]1[NH:3][C:4]2[CH:10]=[CH:9][CH:8]=[CH:7][C:5]=2[N:6]=1.[Cl:11][C:12]1[CH:13]=[C:14]([CH:16]=[C:17]([Cl:19])[CH:18]=1)[NH2:15], predict the reaction product. The product is: [N:6]1[C:5]2[CH:7]=[CH:8][CH:9]=[CH:10][C:4]=2[NH:3][C:2]=1[NH:15][C:14]1[CH:13]=[C:12]([Cl:11])[CH:18]=[C:17]([Cl:19])[CH:16]=1. (4) Given the reactants [F:1][C:2]1[CH:7]=[CH:6][C:5]([C:8]2[CH:9]=[CH:10][C:11]3[N:12]=[C:13]([NH:26][CH2:27][C:28]4[CH:33]=[CH:32][C:31]([S:34]([NH2:37])(=[O:36])=[O:35])=[CH:30][C:29]=4[C:38](F)(F)F)[N:14]=[C:15]([NH:18][C:19]4([C:22]([F:25])([F:24])[F:23])[CH2:21][CH2:20]4)[C:16]=3[N:17]=2)=[CH:4][CH:3]=1.ClC1C=C(CNC2N=C(NC3(C(F)(F)F)CC3)C3N=C(C4C=CC(F)=CC=4)C=CC=3N=2)C=CC=1S(N)(=O)=O.FC1C=C(CNC2N=C(NC3(C(F)(F)F)CC3)C3N=C(C4C=CC(F)=CC=4)C=CC=3N=2)C=CC=1S(N)(=O)=O.ClC1C=C(C(NC2N=C(NC3(C(F)(F)F)CC3)C3N=C(C4C=CC(F)=CC=4)C=CC=3N=2)C)C=CC=1S(N)(=O)=O.FC1C=C(CCNC2N=C(NC3(C(F)(F)F)CC3)C3N=C(C4C=CC(F)=CC=4)C=CC=3N=2)C=CC=1S(N)(=O)=O.ClC1C=CC(CNC2N=C(NC3(C(F)(F)F)CC3)C3N=C(C4C=CC(F)=CC=4)C=CC=3N=2)=CC=1S(N)(=O)=O.FC1C=C(S(N)(=O)=O)C=C(CNC2N=C(NC3(C(F)(F)F)CC3)C3N=C(C4C=CC(F)=CC=4)C=CC=3N=2)C=1.FC1C=CC(C2C=CC3N=C(NCC4C=CC(S(N)(=O)=O)=C(C(F)(F)F)C=4)N=C(NC4(C(F)(F)F)CC4)C=3N=2)=CC=1.FC1C=CC(C2C=CC3N=C(NCCC4C=CC(S(N)(=O)=O)=C(C(F)(F)F)C=4)N=C(NC4(C(F)(F)F)CC4)C=3N=2)=CC=1.FC1C=CC(CNC2N=C(NC3(C(F)(F)F)CC3)C3N=C(C4C=CC(F)=CC=4)C=CC=3N=2)=CC=1NS(C)(=O)=O.FC1C=CC(C2C=CC3N=C(NCC4C=CC(C(F)(F)F)=C(NS(C)(=O)=O)C=4)N=C(NC4(C(F)(F)F)CC4)C=3N=2)=CC=1.ClC1C=CC(CNC2N=C(NC3(C(F)(F)F)CC3)C3N=C(C4C=CC(F)=CC=4)C=CC=3N=2)=CC=1NS(C)(=O)=O.ClC1C=C(NS(C)(=O)=O)C=C(CNC2N=C(NC3(C(F)(F)F)CC3)C3N=C(C4C=CC(F)=CC=4)C=CC=3N=2)C=1.FC1C=CC(C2C=CC3N=C(NCC4C=C(NS(C)(=O)=O)C=C(C(F)(F)F)C=4)N=C(NC4(C(F)(F)F)CC4)C=3N=2)=CC=1, predict the reaction product. The product is: [F:1][C:2]1[CH:3]=[CH:4][C:5]([C:8]2[CH:9]=[CH:10][C:11]3[N:12]=[C:13]([NH:26][CH2:27][C:28]4[CH:33]=[CH:32][C:31]([S:34]([NH2:37])(=[O:36])=[O:35])=[CH:30][C:29]=4[CH3:38])[N:14]=[C:15]([NH:18][C:19]4([C:22]([F:23])([F:25])[F:24])[CH2:21][CH2:20]4)[C:16]=3[N:17]=2)=[CH:6][CH:7]=1. (5) Given the reactants [C:1]([C:5]1[CH:6]=[C:7]([OH:15])[CH:8]=[C:9]([C:11]([CH3:14])([CH3:13])[CH3:12])[CH:10]=1)([CH3:4])([CH3:3])[CH3:2].C([O:19][CH:20]([NH:22][C:23](=O)[CH3:24])[CH3:21])(C)C, predict the reaction product. The product is: [C:11]([C:9]1[CH:10]=[C:5]([C:1]([CH3:4])([CH3:3])[CH3:2])[CH:6]=[C:7]([OH:15])[C:8]=1[CH:23]([NH:22][C:20](=[O:19])[CH3:21])[CH3:24])([CH3:14])([CH3:13])[CH3:12]. (6) Given the reactants [CH2:1]=[CH:2][C:3]1[CH:8]=[CH:7][CH:6]=[CH:5][CH:4]=1.C=CC=C.[C:13]([OH:17])(=[O:16])[CH:14]=[CH2:15], predict the reaction product. The product is: [CH2:1]=[CH:2][CH:3]=[CH2:4].[CH2:1]=[CH:2][C:3]1[CH:8]=[CH:7][CH:6]=[CH:5][CH:4]=1.[C:13]([OH:17])(=[O:16])[CH:14]=[CH2:15]. (7) Given the reactants [C@H:1]1([N:13]2[CH2:18][CH2:17][CH:16]([N:19]3[C:27]4[C:22](=[N:23][CH:24]=[CH:25][CH:26]=4)[NH:21][C:20]3=[O:28])[CH2:15][CH2:14]2)[C:11]2=[C:12]3[C:7](=[CH:8][CH:9]=[CH:10]2)[CH:6]=[CH:5][CH:4]=[C:3]3[CH2:2]1.[H-].[Na+].[CH3:31]I.[Cl-].[NH4+], predict the reaction product. The product is: [C@H:1]1([N:13]2[CH2:14][CH2:15][CH:16]([N:19]3[C:27]4[C:22](=[N:23][CH:24]=[CH:25][CH:26]=4)[N:21]([CH3:31])[C:20]3=[O:28])[CH2:17][CH2:18]2)[C:11]2=[C:12]3[C:7](=[CH:8][CH:9]=[CH:10]2)[CH:6]=[CH:5][CH:4]=[C:3]3[CH2:2]1. (8) Given the reactants [O:1]=[C:2]1[C:10]2[C:5](=[CH:6][CH:7]=[CH:8][CH:9]=2)[C:4](=[O:11])[N:3]1[CH2:12][CH2:13][C:14]1[CH:19]=[CH:18][C:17]([CH2:20][CH2:21]OS(C)(=O)=O)=[CH:16][CH:15]=1.[I-].[Na+].[CH:29]1([C:35]([C:49]2[CH:54]=[CH:53][CH:52]=[CH:51][CH:50]=2)([C:37]2[N:41]=[CH:40][N:39]([CH2:42][CH:43]3[CH2:48][CH2:47][NH:46][CH2:45][CH2:44]3)[N:38]=2)[OH:36])[CH2:34][CH2:33][CH2:32][CH2:31][CH2:30]1.C(N(C(C)C)CC)(C)C, predict the reaction product. The product is: [CH:49]1([C@@:35]([OH:36])([C:29]2[CH:34]=[CH:33][CH:32]=[CH:31][CH:30]=2)[C:37]2[N:41]=[CH:40][N:39]([CH2:42][CH:43]3[CH2:48][CH2:47][N:46]([CH2:21][CH2:20][C:17]4[CH:16]=[CH:15][C:14]([CH2:13][CH2:12][N:3]5[C:4](=[O:11])[C:5]6[C:10](=[CH:9][CH:8]=[CH:7][CH:6]=6)[C:2]5=[O:1])=[CH:19][CH:18]=4)[CH2:45][CH2:44]3)[N:38]=2)[CH2:54][CH2:53][CH2:52][CH2:51][CH2:50]1. (9) Given the reactants [N:1]1[CH:6]=[CH:5][C:4](/[CH:7]=[CH:8]/[C:9]2[C:17]3[C:12](=[CH:13][C:14](/[CH:18]=[C:19]4/[C:20](=[O:28])[NH:21][C:22]5[C:27]/4=[CH:26][CH:25]=[CH:24][CH:23]=5)=[CH:15][CH:16]=3)[NH:11][N:10]=2)=[CH:3][CH:2]=1.[CH3:29]C1C=C2C(=CC=1)NC(=O)C2, predict the reaction product. The product is: [CH3:29][C:25]1[CH:26]=[C:27]2[C:22](=[CH:23][CH:24]=1)[NH:21][C:20](=[O:28])/[C:19]/2=[CH:18]/[C:14]1[CH:13]=[C:12]2[C:17]([C:9](/[CH:8]=[CH:7]/[C:4]3[CH:5]=[CH:6][N:1]=[CH:2][CH:3]=3)=[N:10][NH:11]2)=[CH:16][CH:15]=1.